Dataset: Full USPTO retrosynthesis dataset with 1.9M reactions from patents (1976-2016). Task: Predict the reactants needed to synthesize the given product. (1) The reactants are: [O:1]1[CH2:6][CH:5]=[C:4]([C:7]2[CH:28]=[CH:27][C:10]3[C:11]4[N:15]([CH2:16][CH2:17][O:18][C:9]=3[CH:8]=2)[CH:14]=[C:13]([C:19]2[N:20]([CH:24]([CH3:26])[CH3:25])[N:21]=[CH:22][N:23]=2)[N:12]=4)[CH2:3][CH2:2]1. Given the product [CH:24]([N:20]1[C:19]([C:13]2[N:12]=[C:11]3[C:10]4[CH:27]=[CH:28][C:7]([CH:4]5[CH2:5][CH2:6][O:1][CH2:2][CH2:3]5)=[CH:8][C:9]=4[O:18][CH2:17][CH2:16][N:15]3[CH:14]=2)=[N:23][CH:22]=[N:21]1)([CH3:26])[CH3:25], predict the reactants needed to synthesize it. (2) Given the product [CH3:1][C:2]1[C:10]2[C:5](=[CH:6][CH:7]=[C:8]([C:22]([OH:24])=[O:23])[CH:9]=2)[NH:4][N:3]=1, predict the reactants needed to synthesize it. The reactants are: [CH3:1][C:2]1[C:10]2[C:5](=[CH:6][C:7](C(OC)=O)=[CH:8][CH:9]=2)[N:4](S(C(F)(F)F)(=O)=O)[N:3]=1.[C:22]([O-])([O-:24])=[O:23].[K+].[K+]. (3) Given the product [C:7]([O:11][C:12]([NH:14][C@@H:15]([CH2:19][O:20][CH2:2][CH3:3])[C:16]([OH:18])=[O:17])=[O:13])([CH3:10])([CH3:9])[CH3:8], predict the reactants needed to synthesize it. The reactants are: I[CH2:2][CH3:3].C[O-].[Na+].[C:7]([O:11][C:12]([NH:14][C@@H:15]([CH2:19][OH:20])[C:16]([OH:18])=[O:17])=[O:13])([CH3:10])([CH3:9])[CH3:8]. (4) Given the product [CH3:9][O:8][C:6]([C:1]1([CH:10]=[O:11])[CH2:2][CH2:3][CH2:4][CH2:5]1)=[O:7], predict the reactants needed to synthesize it. The reactants are: [C:1]1([C:10](OC)=[O:11])([C:6]([O:8][CH3:9])=[O:7])[CH2:5][CH2:4][CH2:3][CH2:2]1.[H-].C([Al+]CC(C)C)C(C)C. (5) Given the product [N+:15]([C:18]1[CH:19]=[C:20]([S:24]([N:1]2[CH:5]=[CH:4][C:3]([C:6]3[CH:7]=[N:8][N:9]4[CH:14]=[CH:13][CH:12]=[CH:11][C:10]=34)=[N:2]2)(=[O:26])=[O:25])[CH:21]=[CH:22][CH:23]=1)([O-:17])=[O:16], predict the reactants needed to synthesize it. The reactants are: [NH:1]1[CH:5]=[CH:4][C:3]([C:6]2[CH:7]=[N:8][N:9]3[CH:14]=[CH:13][CH:12]=[CH:11][C:10]=23)=[N:2]1.[N+:15]([C:18]1[CH:19]=[C:20]([S:24](Cl)(=[O:26])=[O:25])[CH:21]=[CH:22][CH:23]=1)([O-:17])=[O:16]. (6) Given the product [CH3:1][O:2][C:3]1[CH:4]=[CH:5][C:6]([CH2:7][NH:8][C:9]2[C:14]([C:15]([OH:17])=[O:16])=[C:13]([NH:20][C@H:21]([C:23]3[N:28]([C:29]4[CH:34]=[CH:33][CH:32]=[CH:31][CH:30]=4)[C:27](=[O:35])[C:26]4=[C:36]([CH3:39])[CH:37]=[CH:38][N:25]4[N:24]=3)[CH3:22])[N:12]=[CH:11][N:10]=2)=[CH:40][CH:41]=1, predict the reactants needed to synthesize it. The reactants are: [CH3:1][O:2][C:3]1[CH:41]=[CH:40][C:6]([CH2:7][NH:8][C:9]2[C:14]([C:15]([O:17]CC)=[O:16])=[C:13]([NH:20][C@H:21]([C:23]3[N:28]([C:29]4[CH:34]=[CH:33][CH:32]=[CH:31][CH:30]=4)[C:27](=[O:35])[C:26]4=[C:36]([CH3:39])[CH:37]=[CH:38][N:25]4[N:24]=3)[CH3:22])[N:12]=[CH:11][N:10]=2)=[CH:5][CH:4]=1.[OH-].[Li+].Cl.